Dataset: NCI-60 drug combinations with 297,098 pairs across 59 cell lines. Task: Regression. Given two drug SMILES strings and cell line genomic features, predict the synergy score measuring deviation from expected non-interaction effect. (1) Drug 1: CC1CCCC2(C(O2)CC(NC(=O)CC(C(C(=O)C(C1O)C)(C)C)O)C(=CC3=CSC(=N3)C)C)C. Drug 2: CC12CCC3C(C1CCC2OP(=O)(O)O)CCC4=C3C=CC(=C4)OC(=O)N(CCCl)CCCl.[Na+]. Cell line: HCT-15. Synergy scores: CSS=57.2, Synergy_ZIP=1.67, Synergy_Bliss=-9.05, Synergy_Loewe=-42.7, Synergy_HSA=-14.1. (2) Drug 1: CC(C1=C(C=CC(=C1Cl)F)Cl)OC2=C(N=CC(=C2)C3=CN(N=C3)C4CCNCC4)N. Drug 2: CCC1=C2CN3C(=CC4=C(C3=O)COC(=O)C4(CC)O)C2=NC5=C1C=C(C=C5)O. Cell line: A498. Synergy scores: CSS=20.1, Synergy_ZIP=-8.83, Synergy_Bliss=3.59, Synergy_Loewe=-9.90, Synergy_HSA=4.12. (3) Drug 1: C1C(C(OC1N2C=C(C(=O)NC2=O)F)CO)O. Drug 2: C#CCC(CC1=CN=C2C(=N1)C(=NC(=N2)N)N)C3=CC=C(C=C3)C(=O)NC(CCC(=O)O)C(=O)O. Cell line: NCI-H322M. Synergy scores: CSS=42.5, Synergy_ZIP=2.47, Synergy_Bliss=-3.23, Synergy_Loewe=-34.5, Synergy_HSA=-5.16.